Dataset: Forward reaction prediction with 1.9M reactions from USPTO patents (1976-2016). Task: Predict the product of the given reaction. (1) Given the reactants [NH2:1][C:2]1[C:7]([OH:8])=[C:6]([NH2:9])[N:5]=[C:4]([C:10]2[C:18]3[C:13](=[CH:14][CH:15]=[CH:16][CH:17]=3)[N:12]([CH2:19][C:20]3[C:25]([F:26])=[CH:24][C:23]([O:27][CH2:28][CH3:29])=[CH:22][C:21]=3[F:30])[N:11]=2)[N:3]=1.Br[CH2:32][CH2:33][O:34][CH3:35].C(=O)([O-])[O-].[Cs+].[Cs+], predict the reaction product. The product is: [CH2:28]([O:27][C:23]1[CH:22]=[C:21]([F:30])[C:20]([CH2:19][N:12]2[C:13]3[C:18](=[CH:17][CH:16]=[CH:15][CH:14]=3)[C:10]([C:4]3[N:5]=[C:6]([NH2:9])[C:7]([O:8][CH2:32][CH2:33][O:34][CH3:35])=[C:2]([NH2:1])[N:3]=3)=[N:11]2)=[C:25]([F:26])[CH:24]=1)[CH3:29]. (2) Given the reactants [Br:1][C:2]1[CH:7]=[CH:6][NH:5][C:4](=[O:8])[CH:3]=1.I[CH:10]1[CH2:13][O:12][CH2:11]1.C([O-])([O-])=O.[K+].[K+], predict the reaction product. The product is: [Br:1][C:2]1[CH:7]=[CH:6][N:5]([CH:10]2[CH2:13][O:12][CH2:11]2)[C:4](=[O:8])[CH:3]=1. (3) Given the reactants F[C:2]1[CH:3]=[C:4]2[C:8](=[CH:9][CH:10]=1)[C:7](=[O:11])[CH2:6][CH2:5]2.C(=O)([O-])[O-].[K+].[K+].[CH2:18]([CH2:25][NH2:26])[C:19]1[CH:24]=[CH:23][CH:22]=[CH:21][CH:20]=1.O, predict the reaction product. The product is: [CH2:18]([CH2:25][NH:26][C:2]1[CH:3]=[C:4]2[C:8](=[CH:9][CH:10]=1)[C:7](=[O:11])[CH2:6][CH2:5]2)[C:19]1[CH:24]=[CH:23][CH:22]=[CH:21][CH:20]=1. (4) Given the reactants C[O:2][C:3](=[O:30])[C@@H:4]([O:27][CH2:28][CH3:29])[CH2:5][C:6]1[C:11]([CH3:12])=[CH:10][C:9]([O:13][CH2:14][CH2:15][C:16]2[N:17]=[C:18]([C:22]([CH3:25])([CH3:24])[CH3:23])[O:19][C:20]=2[CH3:21])=[CH:8][C:7]=1[CH3:26].[Li+].[OH-], predict the reaction product. The product is: [C:22]([C:18]1[O:19][C:20]([CH3:21])=[C:16]([CH2:15][CH2:14][O:13][C:9]2[CH:10]=[C:11]([CH3:12])[C:6]([CH2:5][C@H:4]([O:27][CH2:28][CH3:29])[C:3]([OH:30])=[O:2])=[C:7]([CH3:26])[CH:8]=2)[N:17]=1)([CH3:24])([CH3:25])[CH3:23].